From a dataset of Reaction yield outcomes from USPTO patents with 853,638 reactions. Predict the reaction yield, written as a fraction of the theoretical maximum amount of product (1.0 means a 100% yield; for example, 0.34 means a 34% yield). (1) The reactants are [C:1]([O:5][C:6]([N:8]1[CH2:18][CH2:17][C:11]2([CH:13]([C:14](O)=[O:15])[CH2:12]2)[CH2:10][CH2:9]1)=[O:7])([CH3:4])([CH3:3])[CH3:2].C[N:20](C)C=O.C(Cl)(=O)C(Cl)=O. The catalyst is C(Cl)Cl. The product is [C:14]([CH:13]1[C:11]2([CH2:17][CH2:18][N:8]([C:6]([O:5][C:1]([CH3:4])([CH3:3])[CH3:2])=[O:7])[CH2:9][CH2:10]2)[CH2:12]1)(=[O:15])[NH2:20]. The yield is 0.650. (2) The reactants are [Cl:1][C:2]1[C:3]([C:14]2[C:22]3[C:17](=[CH:18][CH:19]=[CH:20][CH:21]=3)[N:16]([S:23]([C:26]3[CH:31]=[CH:30][CH:29]=[CH:28][CH:27]=3)(=[O:25])=[O:24])[CH:15]=2)=[N:4][C:5]([NH:8][C@@H:9]2[CH2:13][CH2:12][NH:11][CH2:10]2)=[N:6][CH:7]=1.[N+:32]([C:35]1[CH:40]=[CH:39][C:38]([S:41](Cl)(=[O:43])=[O:42])=[CH:37][CH:36]=1)([O-:34])=[O:33]. The catalyst is N1C=CC=CC=1. The product is [Cl:1][C:2]1[C:3]([C:14]2[C:22]3[C:17](=[CH:18][CH:19]=[CH:20][CH:21]=3)[N:16]([S:23]([C:26]3[CH:31]=[CH:30][CH:29]=[CH:28][CH:27]=3)(=[O:25])=[O:24])[CH:15]=2)=[N:4][C:5]([NH:8][C@@H:9]2[CH2:13][CH2:12][N:11]([S:41]([C:38]3[CH:37]=[CH:36][C:35]([N+:32]([O-:34])=[O:33])=[CH:40][CH:39]=3)(=[O:42])=[O:43])[CH2:10]2)=[N:6][CH:7]=1. The yield is 0.410. (3) The reactants are [Cl:1][C:2]1[CH:3]=[C:4]2[C:8](=[C:9]([F:11])[CH:10]=1)[NH:7][C:6]([Si](CC)(CC)CC)=[C:5]2[CH2:19][CH2:20][NH:21][C:22](=[O:37])[C:23]1[CH:28]=[CH:27][C:26]([CH2:29][C:30]2[CH:35]=[CH:34][CH:33]=[C:32]([F:36])[CH:31]=2)=[CH:25][CH:24]=1. The catalyst is FC(F)(F)C(O)=O. The product is [Cl:1][C:2]1[CH:3]=[C:4]2[C:8](=[C:9]([F:11])[CH:10]=1)[NH:7][CH:6]=[C:5]2[CH2:19][CH2:20][NH:21][C:22](=[O:37])[C:23]1[CH:24]=[CH:25][C:26]([CH2:29][C:30]2[CH:35]=[CH:34][CH:33]=[C:32]([F:36])[CH:31]=2)=[CH:27][CH:28]=1. The yield is 0.190. (4) The reactants are [N+:1]([C:4]1[O:8][C:7]([C:9]([O:11][CH3:12])=[O:10])=[CH:6][CH:5]=1)([O-:3])=[O:2].[Li+].[Cl-].Br[CH:16]1[CH2:21][CH2:20][CH2:19][CH:18]=[CH:17]1.C([Cu])#N. The catalyst is C1COCC1. The product is [CH:21]1([C:6]2[CH:5]=[C:4]([N+:1]([O-:3])=[O:2])[O:8][C:7]=2[C:9]([O:11][CH3:12])=[O:10])[CH2:20][CH2:19][CH2:18][CH:17]=[CH:16]1. The yield is 0.720. (5) The reactants are Cl[C:2]1[N:7]=[C:6]([C:8]([NH2:10])=[O:9])[CH:5]=[CH:4][N:3]=1.C(=O)([O-])[O-].[K+].[K+].[NH:17]1[CH2:22][CH2:21][NH:20][CH2:19][CH2:18]1. The catalyst is CN(C=O)C. The product is [N:17]1([C:2]2[N:7]=[C:6]([C:8]([NH2:10])=[O:9])[CH:5]=[CH:4][N:3]=2)[CH2:22][CH2:21][NH:20][CH2:19][CH2:18]1. The yield is 0.700. (6) The reactants are [CH2:1]([N:8]1[CH2:13][CH2:12][N:11]([C:14]2[CH:19]=[CH:18][C:17]([N+:20]([O-])=O)=[C:16]([CH2:23][S:24]([C:27]3[CH:32]=[CH:31][CH:30]=[CH:29][CH:28]=3)(=[O:26])=[O:25])[CH:15]=2)[CH2:10][CH2:9]1)[C:2]1[CH:7]=[CH:6][CH:5]=[CH:4][CH:3]=1.[Sn].C([O-])(O)=O.[Na+].CCOCC. The catalyst is CO.Cl. The product is [CH2:1]([N:8]1[CH2:13][CH2:12][N:11]([C:14]2[CH:19]=[CH:18][C:17]([NH2:20])=[C:16]([CH2:23][S:24]([C:27]3[CH:32]=[CH:31][CH:30]=[CH:29][CH:28]=3)(=[O:26])=[O:25])[CH:15]=2)[CH2:10][CH2:9]1)[C:2]1[CH:3]=[CH:4][CH:5]=[CH:6][CH:7]=1. The yield is 0.970. (7) The reactants are Cl[C:2]1[C:11]2[C:6](=[CH:7][C:8]([O:14][CH3:15])=[C:9]([O:12][CH3:13])[CH:10]=2)[N:5]=[CH:4][CH:3]=1.[CH3:16][C:17]1[C:22]([OH:23])=[CH:21][CH:20]=[CH:19][N:18]=1. The catalyst is CN(C)C1C=CN=CC=1.ClC1C=CC=CC=1Cl. The product is [CH3:13][O:12][C:9]1[CH:10]=[C:11]2[C:6](=[CH:7][C:8]=1[O:14][CH3:15])[N:5]=[CH:4][CH:3]=[C:2]2[O:23][C:22]1[C:17]([CH3:16])=[N:18][CH:19]=[CH:20][CH:21]=1. The yield is 1.00. (8) The reactants are F[C:2]1[CH:3]=[C:4]([CH3:11])[CH:5]=[CH:6][C:7]=1[N+:8]([O-:10])=[O:9].[C:12]([NH:19][CH:20]1[CH2:25][CH2:24][NH:23][CH2:22][CH2:21]1)([O:14][C:15]([CH3:18])([CH3:17])[CH3:16])=[O:13]. No catalyst specified. The product is [CH3:11][C:4]1[CH:5]=[CH:6][C:7]([N+:8]([O-:10])=[O:9])=[C:2]([N:23]2[CH2:22][CH2:21][CH:20]([NH:19][C:12](=[O:13])[O:14][C:15]([CH3:17])([CH3:16])[CH3:18])[CH2:25][CH2:24]2)[CH:3]=1. The yield is 0.970. (9) The reactants are [OH:1][C:2]1[CH:7]=[C:6]([N:8]2[CH2:13][CH2:12][O:11][CH2:10][CH2:9]2)[CH:5]=[C:4]([OH:14])[C:3]=1[C:15](=[O:17])[CH3:16].C([O-])([O-])=O.[K+].[K+].[C:24]([C:26]1[CH:27]=[C:28]([CH:32]=[CH:33][CH:34]=1)[C:29](Cl)=O)#[N:25].O. The catalyst is CC(C)=O. The product is [OH:1][C:2]1[CH:7]=[C:6]([N:8]2[CH2:13][CH2:12][O:11][CH2:10][CH2:9]2)[CH:5]=[C:4]2[C:3]=1[C:15](=[O:17])[CH:16]=[C:29]([C:28]1[CH:27]=[C:26]([CH:34]=[CH:33][CH:32]=1)[C:24]#[N:25])[O:14]2. The yield is 0.0700.